This data is from Reaction yield outcomes from USPTO patents with 853,638 reactions. The task is: Predict the reaction yield, written as a fraction of the theoretical maximum amount of product (1.0 means a 100% yield; for example, 0.34 means a 34% yield). The reactants are C(OC([NH:11][CH:12]1[N:18]=[C:17]([C:19]2[CH:24]=[CH:23][CH:22]=[CH:21][CH:20]=2)[C:16]2[CH:25]=[CH:26][CH:27]=[CH:28][C:15]=2[N:14]([CH2:29][CH2:30][CH2:31][C:32]([F:35])([F:34])[F:33])[C:13]1=[O:36])=O)C1C=CC=CC=1. The catalyst is C(Cl)Cl. The product is [NH2:11][CH:12]1[N:18]=[C:17]([C:19]2[CH:20]=[CH:21][CH:22]=[CH:23][CH:24]=2)[C:16]2[CH:25]=[CH:26][CH:27]=[CH:28][C:15]=2[N:14]([CH2:29][CH2:30][CH2:31][C:32]([F:34])([F:33])[F:35])[C:13]1=[O:36]. The yield is 1.00.